Task: Predict which catalyst facilitates the given reaction.. Dataset: Catalyst prediction with 721,799 reactions and 888 catalyst types from USPTO Reactant: C([O:8][C:9]1[CH:10]=[C:11]([CH2:15][C:16]#[N:17])[CH:12]=[CH:13][CH:14]=1)C1C=CC=CC=1.O.[H][H]. Product: [NH2:17][CH2:16][CH2:15][C:11]1[CH:10]=[C:9]([OH:8])[CH:14]=[CH:13][CH:12]=1. The catalyst class is: 94.